From a dataset of Reaction yield outcomes from USPTO patents with 853,638 reactions. Predict the reaction yield, written as a fraction of the theoretical maximum amount of product (1.0 means a 100% yield; for example, 0.34 means a 34% yield). (1) The catalyst is O1CCCC1. The product is [N:15]1[CH:16]=[CH:17][CH:18]=[CH:19][C:14]=1[O:13][CH2:12][C:9]1[N:10]=[CH:11][C:6]([CH:2]=[O:1])=[CH:7][CH:8]=1. The reactants are [O:1]1CCO[CH:2]1[C:6]1[CH:7]=[CH:8][C:9]([CH2:12][O:13][C:14]2[CH:19]=[CH:18][CH:17]=[CH:16][N:15]=2)=[N:10][CH:11]=1.CS(C)=O.Cl.[OH-].[Na+]. The yield is 0.480. (2) The reactants are [C:1]([C:5]1[CH:6]=[C:7]([C:20]([O:22]CC)=[O:21])[N:8]([CH2:10][C:11]2[C:16]([CH3:17])=[CH:15][C:14]([CH3:18])=[CH:13][C:12]=2[CH3:19])[CH:9]=1)([CH3:4])([CH3:3])[CH3:2].[OH-].[Na+].Cl. The catalyst is CO.O. The product is [C:1]([C:5]1[CH:6]=[C:7]([C:20]([OH:22])=[O:21])[N:8]([CH2:10][C:11]2[C:12]([CH3:19])=[CH:13][C:14]([CH3:18])=[CH:15][C:16]=2[CH3:17])[CH:9]=1)([CH3:4])([CH3:2])[CH3:3]. The yield is 0.840. (3) The reactants are [Cl:1][C:2](Cl)([Cl:25])CO[C:5](=[O:24])[NH:6][C:7]1[N:8]([C:16]2[CH:21]=[CH:20][C:19]([CH2:22][OH:23])=[CH:18][CH:17]=2)[N:9]=[C:10]([C:12]([CH3:15])([CH3:14])[CH3:13])[CH:11]=1.[CH3:27][C@H:28]1[CH2:33][CH2:32][CH2:31][CH2:30][N:29]1[C:34]1[N:38]2[CH:39]=[C:40]([O:43][C@H:44]3[C:53]4[C:48](=[CH:49][CH:50]=[CH:51][CH:52]=4)[C@@H:47]([NH2:54])[CH2:46][CH2:45]3)[CH:41]=[CH:42][C:37]2=[N:36][N:35]=1.CCN(C(C)C)C(C)C. The catalyst is O1CCOCC1.C(Cl)Cl. The product is [Cl:1][CH2:2][Cl:25].[C:12]([C:10]1[CH:11]=[C:7]([NH:6][C:5]([NH:54][C@@H:47]2[C:48]3[C:53](=[CH:52][CH:51]=[CH:50][CH:49]=3)[C@H:44]([O:43][C:40]3[CH:41]=[CH:42][C:37]4[N:38]([C:34]([N:29]5[CH2:30][CH2:31][CH2:32][CH2:33][C@@H:28]5[CH3:27])=[N:35][N:36]=4)[CH:39]=3)[CH2:45][CH2:46]2)=[O:24])[N:8]([C:16]2[CH:21]=[CH:20][C:19]([CH2:22][OH:23])=[CH:18][CH:17]=2)[N:9]=1)([CH3:13])([CH3:14])[CH3:15]. The yield is 0.870.